From a dataset of Catalyst prediction with 721,799 reactions and 888 catalyst types from USPTO. Predict which catalyst facilitates the given reaction. Reactant: [F:1][C:2]1[CH:3]=[C:4]([CH3:11])[C:5]([OH:10])=[C:6]([CH:9]=1)[CH:7]=[O:8].C([O-])([O-])=O.[K+].[K+].[CH2:18]([O:20][CH:21]([O:24][CH2:25][CH3:26])[CH2:22]Br)[CH3:19]. Product: [CH2:18]([O:20][CH:21]([O:24][CH2:25][CH3:26])[CH2:22][O:10][C:5]1[C:4]([CH3:11])=[CH:3][C:2]([F:1])=[CH:9][C:6]=1[CH:7]=[O:8])[CH3:19]. The catalyst class is: 3.